Task: Predict the reaction yield, written as a fraction of the theoretical maximum amount of product (1.0 means a 100% yield; for example, 0.34 means a 34% yield).. Dataset: Reaction yield outcomes from USPTO patents with 853,638 reactions (1) The reactants are Br[CH2:2][C:3]([F:20])([F:19])[O:4][C:5]1[CH:13]=[C:12]2[C:8]([C:9]3[CH:17]=[CH:16][N:15]=[C:14]([CH3:18])[C:10]=3[NH:11]2)=[CH:7][CH:6]=1. The catalyst is [Pd].C(O)C. The product is [F:20][C:3]([F:19])([O:4][C:5]1[CH:13]=[C:12]2[C:8]([C:9]3[CH:17]=[CH:16][N:15]=[C:14]([CH3:18])[C:10]=3[NH:11]2)=[CH:7][CH:6]=1)[CH3:2]. The yield is 0.850. (2) The reactants are [NH2:1][C:2]1[CH:7]=[CH:6][C:5]([CH2:8][C@H:9]([NH:35][C:36](=[O:48])[C@@H:37]([N:39]([CH3:47])[C:40](=[O:46])[O:41][C:42]([CH3:45])([CH3:44])[CH3:43])[CH3:38])[C:10](=[O:34])[N:11]2[C@H:20]([C:21](=[O:33])[NH:22][C@H:23]3[C:32]4[C:27](=[CH:28][CH:29]=[CH:30][CH:31]=4)[CH2:26][CH2:25][CH2:24]3)[CH2:19][C:18]3[C:13](=[CH:14][CH:15]=[CH:16][CH:17]=3)[CH2:12]2)=[CH:4][CH:3]=1.[CH:49]([C:51]1[CH:59]=[CH:58][C:54]([C:55]([OH:57])=[O:56])=[CH:53][CH:52]=1)=O.CC(O)=O.[BH-](OC(C)=O)(OC(C)=O)OC(C)=O.[Na+]. The catalyst is ClCCCl. The product is [C:42]([O:41][C:40]([N:39]([CH3:47])[C@@H:37]([CH3:38])[C:36]([NH:35][C@H:9]([C:10](=[O:34])[N:11]1[C@H:20]([C:21](=[O:33])[NH:22][C@H:23]2[C:32]3[C:27](=[CH:28][CH:29]=[CH:30][CH:31]=3)[CH2:26][CH2:25][CH2:24]2)[CH2:19][C:18]2[C:13](=[CH:14][CH:15]=[CH:16][CH:17]=2)[CH2:12]1)[CH2:8][C:5]1[CH:4]=[CH:3][C:2]([NH:1][CH2:49][C:51]2[CH:59]=[CH:58][C:54]([C:55]([OH:57])=[O:56])=[CH:53][CH:52]=2)=[CH:7][CH:6]=1)=[O:48])=[O:46])([CH3:43])([CH3:44])[CH3:45]. The yield is 0.500. (3) The reactants are [Br:1][C:2]1[CH:3]=[C:4]([CH:7]=[CH:8][C:9]=1[CH3:10])[CH:5]=[O:6].[BH4-].[Na+]. The catalyst is CO. The product is [Br:1][C:2]1[CH:3]=[C:4]([CH2:5][OH:6])[CH:7]=[CH:8][C:9]=1[CH3:10]. The yield is 0.496. (4) The reactants are C([O:3][C:4](=O)[CH2:5][N:6]1[C:14]2[CH:13]=[CH:12][CH:11]=[CH:10][C:9]=2[C:8]2[CH2:15][CH2:16][N:17]([C:20]([O:22][C:23]([CH3:26])([CH3:25])[CH3:24])=[O:21])[CH2:18][CH2:19][C:7]1=2)C.[Li+].[BH4-].O. The catalyst is C1COCC1. The product is [OH:3][CH2:4][CH2:5][N:6]1[C:14]2[CH:13]=[CH:12][CH:11]=[CH:10][C:9]=2[C:8]2[CH2:15][CH2:16][N:17]([C:20]([O:22][C:23]([CH3:26])([CH3:25])[CH3:24])=[O:21])[CH2:18][CH2:19][C:7]1=2. The yield is 1.00. (5) The reactants are [N+:1]([C:4]1[CH:5]=[CH:6][C:7]([O:12][CH2:13][CH2:14][CH3:15])=[C:8]([CH:11]=1)[CH:9]=[O:10])([O-:3])=[O:2].OCC1C=C([N+]([O-])=O)C=CC=1O. No catalyst specified. The product is [N+:1]([C:4]1[CH:5]=[CH:6][C:7]([O:12][CH2:13][CH2:14][CH3:15])=[C:8]([CH:11]=1)[CH2:9][OH:10])([O-:3])=[O:2]. The yield is 0.930. (6) The reactants are [N+:1]([C:4]1[CH:5]=[C:6]2[C:10](=[CH:11][CH:12]=1)[CH2:9][C:8](=O)[CH2:7]2)([O-:3])=[O:2].[CH3:14][NH:15][CH3:16].O. The catalyst is C1COCC1. The product is [CH3:14][N:15]([CH3:16])[C:8]1[CH2:9][C:10]2[C:6]([CH:7]=1)=[CH:5][C:4]([N+:1]([O-:3])=[O:2])=[CH:12][CH:11]=2. The yield is 0.980. (7) The reactants are [O:1]1[CH2:6][CH2:5][N:4]([C:7](=[O:28])[CH2:8][CH2:9][CH2:10][CH2:11][NH:12][C:13]2[CH:18]=[CH:17][C:16]([CH2:19][CH:20]([O:25][CH2:26][CH3:27])[C:21]([O:23]C)=[O:22])=[CH:15][CH:14]=2)[C:3]2[CH:29]=[CH:30][CH:31]=[CH:32][C:2]1=2.O.[OH-].[Li+].Cl. The catalyst is CO.O.O. The product is [O:1]1[CH2:6][CH2:5][N:4]([C:7](=[O:28])[CH2:8][CH2:9][CH2:10][CH2:11][NH:12][C:13]2[CH:18]=[CH:17][C:16]([CH2:19][CH:20]([O:25][CH2:26][CH3:27])[C:21]([OH:23])=[O:22])=[CH:15][CH:14]=2)[C:3]2[CH:29]=[CH:30][CH:31]=[CH:32][C:2]1=2. The yield is 0.680.